Dataset: Catalyst prediction with 721,799 reactions and 888 catalyst types from USPTO. Task: Predict which catalyst facilitates the given reaction. (1) Reactant: [CH2:1]([O:3][C:4]1[CH:9]=[CH:8][CH:7]=[CH:6][C:5]=1[C:10]1[NH:15][C:14](=[O:16])[N:13]2[C:17]([CH3:23])=[N:18][C:19]([CH2:20][CH2:21][CH3:22])=[C:12]2[N:11]=1)[CH3:2].[Cl:24][S:25](O)(=[O:27])=[O:26]. Product: [CH2:1]([O:3][C:4]1[CH:9]=[CH:8][C:7]([S:25]([Cl:24])(=[O:27])=[O:26])=[CH:6][C:5]=1[C:10]1[NH:15][C:14](=[O:16])[N:13]2[C:17]([CH3:23])=[N:18][C:19]([CH2:20][CH2:21][CH3:22])=[C:12]2[N:11]=1)[CH3:2]. The catalyst class is: 4. (2) The catalyst class is: 14. Reactant: Br[CH2:2][C:3]([C:5]1[CH:10]=[CH:9][CH:8]=[C:7]([C:11]#[C:12][Si:13]([CH:20]([CH3:22])[CH3:21])([CH:17]([CH3:19])[CH3:18])[CH:14]([CH3:16])[CH3:15])[CH:6]=1)=O.[NH2:23][C:24]([NH2:26])=[S:25]. Product: [CH:14]([Si:13]([C:12]#[C:11][C:7]1[CH:6]=[C:5]([C:3]2[N:23]=[C:24]([NH2:26])[S:25][CH:2]=2)[CH:10]=[CH:9][CH:8]=1)([CH:20]([CH3:22])[CH3:21])[CH:17]([CH3:19])[CH3:18])([CH3:16])[CH3:15]. (3) Reactant: [NH2:1][C:2]1[C:3]([F:22])=[C:4]([C:10]([C:12]2[CH:13]=[C:14]3[C:19](=[CH:20][CH:21]=2)[N:18]=[CH:17][CH:16]=[CH:15]3)=[O:11])[C:5]([F:9])=[C:6]([F:8])[CH:7]=1.[CH2:23]([S:26](Cl)(=[O:28])=[O:27])[CH2:24][CH3:25]. Product: [CH2:23]([S:26]([N:1]([C:2]1[CH:7]=[C:6]([F:8])[C:5]([F:9])=[C:4]([C:10]([C:12]2[CH:13]=[C:14]3[C:19](=[CH:20][CH:21]=2)[N:18]=[CH:17][CH:16]=[CH:15]3)=[O:11])[C:3]=1[F:22])[S:26]([CH2:23][CH2:24][CH3:25])(=[O:28])=[O:27])(=[O:28])=[O:27])[CH2:24][CH3:25]. The catalyst class is: 2. (4) Reactant: [CH3:1][C:2]1[NH:6][N:5]=[N:4][N:3]=1.F[C:8]1[CH:13]=[CH:12][C:11]([N+:14]([O-:16])=[O:15])=[CH:10][CH:9]=1.C(=O)([O-])[O-].[K+].[K+]. Product: [CH3:1][C:2]1[N:3]=[N:4][N:5]([C:8]2[CH:13]=[CH:12][C:11]([N+:14]([O-:16])=[O:15])=[CH:10][CH:9]=2)[N:6]=1. The catalyst class is: 3. (5) Reactant: [N:1]1[CH:6]=[CH:5][CH:4]=[CH:3][C:2]=1[CH3:7].[CH2:8]([O:10][C:11](=[O:18])[CH2:12][CH2:13][C:14](=O)[CH2:15]Br)[CH3:9].C(=O)(O)[O-].[Na+]. Product: [CH2:8]([O:10][C:11](=[O:18])[CH2:12][CH2:13][C:14]1[CH:7]=[C:2]2[N:1]([CH:15]=1)[CH:6]=[CH:5][CH:4]=[CH:3]2)[CH3:9]. The catalyst class is: 23. (6) Reactant: Cl.C1COCC1.CC1(C)[O:32][CH2:31][C:11]2([CH2:14][C:13]([C:20]3[N:24]4[CH2:25][CH2:26][CH2:27][CH2:28][CH2:29][CH2:30][C:23]4=[N:22][N:21]=3)([C:15]3[S:16][CH:17]=[CH:18][CH:19]=3)[CH2:12]2)[CH2:10][O:9]1.C(=O)([O-])O.[Na+]. Product: [N:22]1[N:21]=[C:20]([C:13]2([C:15]3[S:16][CH:17]=[CH:18][CH:19]=3)[CH2:12][C:11]([CH2:31][OH:32])([CH2:10][OH:9])[CH2:14]2)[N:24]2[CH2:25][CH2:26][CH2:27][CH2:28][CH2:29][CH2:30][C:23]=12. The catalyst class is: 22.